From a dataset of Catalyst prediction with 721,799 reactions and 888 catalyst types from USPTO. Predict which catalyst facilitates the given reaction. (1) Reactant: C(=O)([O-])[O-].Cl.[CH3:6][O:7][C:8]1[CH:9]=[C:10]([CH2:16][O:17][C:18]2[CH:19]=[C:20]([NH2:23])[NH:21][N:22]=2)[CH:11]=[C:12]([O:14][CH3:15])[CH:13]=1. Product: [CH3:15][O:14][C:12]1[CH:11]=[C:10]([CH2:16][O:17][C:18]2[CH:19]=[C:20]([NH2:23])[NH:21][N:22]=2)[CH:9]=[C:8]([O:7][CH3:6])[CH:13]=1. The catalyst class is: 24. (2) Reactant: Br[C:2]1[CH:3]=[C:4]([C:14]([O:16]C)=[O:15])[C:5]2[CH:6]=[CH:7][N:8]([CH:11]([CH3:13])[CH3:12])[C:9]=2[CH:10]=1.[CH3:18][S:19]([O-:21])=[O:20].[Na+].CNCCNC. Product: [CH:11]([N:8]1[C:9]2[CH:10]=[C:2]([S:19]([CH3:18])(=[O:21])=[O:20])[CH:3]=[C:4]([C:14]([OH:16])=[O:15])[C:5]=2[CH:6]=[CH:7]1)([CH3:13])[CH3:12]. The catalyst class is: 16. (3) Reactant: [CH2:1]([O:8][C:9]1[CH:14]=[CH:13][C:12]([C:15]2OC(=O)[S:17][N:16]=2)=[CH:11][CH:10]=1)[C:2]1[CH:7]=[CH:6][CH:5]=[CH:4][CH:3]=1.[C:21]([C:23]([O:25][CH2:26][CH3:27])=[O:24])#[N:22]. Product: [CH2:26]([O:25][C:23]([C:21]1[S:17][N:16]=[C:15]([C:12]2[CH:11]=[CH:10][C:9]([O:8][CH2:1][C:2]3[CH:7]=[CH:6][CH:5]=[CH:4][CH:3]=3)=[CH:14][CH:13]=2)[N:22]=1)=[O:24])[CH3:27]. The catalyst class is: 262. (4) Product: [CH2:20]([O:1][C:2]1[CH:9]=[CH:8][C:5]([CH:6]=[O:7])=[CH:4][C:3]=1[N+:10]([O-:12])=[O:11])[CH3:21]. Reactant: [OH:1][C:2]1[CH:9]=[CH:8][C:5]([CH:6]=[O:7])=[CH:4][C:3]=1[N+:10]([O-:12])=[O:11].C(=O)([O-])[O-].[K+].[K+].I[CH2:20][CH3:21].CN(C)C=O. The catalyst class is: 6. (5) Reactant: F[C:2]1[CH:7]=[CH:6][C:5]([N+:8]([O-:10])=[O:9])=[CH:4][C:3]=1[N:11]1[C:15](=[O:16])[NH:14][N:13]=[N:12]1.Cl.[OH:18][CH:19]1[CH2:22][NH:21][CH2:20]1.N(CC)(CCC)[CH2:24]CC. Product: [OH:18][CH:19]1[CH2:22][N:21]([C:2]2[CH:7]=[CH:6][C:5]([N+:8]([O-:10])=[O:9])=[CH:4][C:3]=2[N:11]2[C:15](=[O:16])[N:14]([CH3:24])[N:13]=[N:12]2)[CH2:20]1. The catalyst class is: 23. (6) Reactant: [C:1]([NH:4][C:5]1[CH:31]=[CH:30][CH:29]=[C:7]2[C:8]([N:10]([CH:13]([C:18]3[CH:23]=[CH:22][C:21]([O:24][CH3:25])=[C:20]([O:26][CH2:27][CH3:28])[CH:19]=3)[CH2:14][C:15]([OH:17])=O)[C:11](=[O:12])[C:6]=12)=[O:9])(=[O:3])[CH3:2].C(N1C=CN=C1)(N1C=CN=C1)=O.Cl.[NH2:45][OH:46]. Product: [C:1]([NH:4][C:5]1[CH:31]=[CH:30][CH:29]=[C:7]2[C:8]([N:10]([CH:13]([C:18]3[CH:23]=[CH:22][C:21]([O:24][CH3:25])=[C:20]([O:26][CH2:27][CH3:28])[CH:19]=3)[CH2:14][C:15]([NH:45][OH:46])=[O:17])[C:11](=[O:12])[C:6]=12)=[O:9])(=[O:3])[CH3:2]. The catalyst class is: 7. (7) Reactant: [Br:1][C:2]1[CH:3]=[C:4]2[N:10]=[C:9]([C:11]3[CH:16]=[CH:15][CH:14]=[CH:13][C:12]=3SCC)[N:8]([CH3:20])[C:5]2=[N:6][CH:7]=1.C(Cl)(Cl)Cl.Cl[C:26]1C=CC=C(C(OO)=O)[CH:27]=1.[S:36]([O-:40])([O-])(=[O:38])=S.[Na+].[Na+]. Product: [Br:1][C:2]1[CH:3]=[C:4]2[N:10]=[C:9]([C:11]3[CH:16]=[CH:15][CH:14]=[CH:13][C:12]=3[S:36]([CH2:26][CH3:27])(=[O:40])=[O:38])[N:8]([CH3:20])[C:5]2=[N:6][CH:7]=1. The catalyst class is: 6. (8) Reactant: C([C:5]1[CH:6]=[C:7]2[C:12](=[C:13](C(C)(C)C)[CH:14]=1)[O:11][CH:10]([C:19]([OH:21])=[O:20])[CH2:9][CH2:8]2)(C)(C)C.[Cl-].[Al+3].[Cl-].[Cl-].S(=O)(=O)(O)O. Product: [O:11]1[C:12]2[C:7](=[CH:6][CH:5]=[CH:14][CH:13]=2)[CH2:8][CH2:9][CH:10]1[C:19]([OH:21])=[O:20]. The catalyst class is: 11.